This data is from Full USPTO retrosynthesis dataset with 1.9M reactions from patents (1976-2016). The task is: Predict the reactants needed to synthesize the given product. (1) Given the product [CH3:11][O:12][C:13]1[CH:18]=[CH:17][C:16]([CH2:19][CH2:20][CH:21]=[O:22])=[CH:15][CH:14]=1, predict the reactants needed to synthesize it. The reactants are: CS(C)=O.C(Cl)(=O)C(Cl)=O.[CH3:11][O:12][C:13]1[CH:18]=[CH:17][C:16]([CH2:19][CH2:20][CH2:21][OH:22])=[CH:15][CH:14]=1.C(N(CC)CC)C. (2) The reactants are: [Cl:1][C:2]1[CH:11]=[CH:10][C:9]([C:12]2[C:13]3[N:22]=[C:21]([N:23]4[CH2:28][CH2:27][O:26][CH2:25][CH2:24]4)[S:20][C:14]=3[C:15](=[O:19])[NH:16][CH2:17][CH:18]=2)=[CH:8][C:3]=1[C:4]([O:6][CH3:7])=[O:5].[H][H]. Given the product [Cl:1][C:2]1[CH:11]=[CH:10][C:9]([CH:12]2[CH2:18][CH2:17][NH:16][C:15](=[O:19])[C:14]3[S:20][C:21]([N:23]4[CH2:28][CH2:27][O:26][CH2:25][CH2:24]4)=[N:22][C:13]2=3)=[CH:8][C:3]=1[C:4]([O:6][CH3:7])=[O:5], predict the reactants needed to synthesize it. (3) Given the product [N:28]1([CH2:27][C:26]#[C:25][C:18]2[CH:19]=[CH:20][C:21]3[C:16]([CH:17]=2)=[CH:15][N:14]([CH2:13][C:10]2[CH:11]=[CH:12][C:7]([C:6]([OH:33])=[O:5])=[CH:8][CH:9]=2)[C:23](=[O:24])[CH:22]=3)[CH:32]=[CH:31][N:30]=[CH:29]1, predict the reactants needed to synthesize it. The reactants are: C([O:5][C:6](=[O:33])[C:7]1[CH:12]=[CH:11][C:10]([CH2:13][N:14]2[C:23](=[O:24])[CH:22]=[C:21]3[C:16]([CH:17]=[C:18]([C:25]#[C:26][CH2:27][N:28]4[CH:32]=[CH:31][N:30]=[CH:29]4)[CH:19]=[CH:20]3)=[CH:15]2)=[CH:9][CH:8]=1)(C)(C)C.FC(F)(F)C(O)=O. (4) Given the product [Cl-:33].[C:1]([C:5]1[CH:10]=[CH:9][C:8]([S+:11]([C:30]2[CH:31]=[CH:32][C:27]([C:23]([CH3:26])([CH3:25])[CH3:24])=[CH:28][CH:29]=2)[C:13]2[CH:18]=[CH:17][C:16]([C:19]([CH3:22])([CH3:21])[CH3:20])=[CH:15][CH:14]=2)=[CH:7][CH:6]=1)([CH3:4])([CH3:3])[CH3:2], predict the reactants needed to synthesize it. The reactants are: [C:1]([C:5]1[CH:10]=[CH:9][C:8]([S:11]([C:13]2[CH:18]=[CH:17][C:16]([C:19]([CH3:22])([CH3:21])[CH3:20])=[CH:15][CH:14]=2)=O)=[CH:7][CH:6]=1)([CH3:4])([CH3:3])[CH3:2].[C:23]([C:27]1[CH:32]=[CH:31][C:30]([Cl:33])=[CH:29][CH:28]=1)([CH3:26])([CH3:25])[CH3:24]. (5) Given the product [CH3:39][C@@:15]1([CH2:16][N:17]2[CH2:18][CH2:19][N:20]([C:23]([O:25][CH2:26][CH:27]=[CH:28][C:29]3[CH:34]=[CH:33][C:32]([C:35]([F:36])([F:38])[F:37])=[CH:31][CH:30]=3)=[O:24])[CH2:21][CH2:22]2)[O:40][C:11]2=[N:10][C:9]([N+:6]([O-:8])=[O:7])=[CH:13][N:12]2[CH2:14]1, predict the reactants needed to synthesize it. The reactants are: CN(C)C=O.[N+:6]([C:9]1[N:10]=[C:11](SC2C=CC([N+]([O-])=O)=CC=2)[N:12]([CH2:14][C@:15]([OH:40])([CH3:39])[CH2:16][N:17]2[CH2:22][CH2:21][N:20]([C:23]([O:25][CH2:26][CH:27]=[CH:28][C:29]3[CH:34]=[CH:33][C:32]([C:35]([F:38])([F:37])[F:36])=[CH:31][CH:30]=3)=[O:24])[CH2:19][CH2:18]2)[CH:13]=1)([O-:8])=[O:7].CC(C)([O-])C.[Na+].O. (6) The reactants are: [CH2:1]([S:3]([N:6]1[CH2:11][CH2:10][CH:9]([C:12]2[C:20]3[C:15](=[C:16]([C:28]#[N:29])[CH:17]=[C:18]([C:21]4[CH:26]=[CH:25][CH:24]=[CH:23][C:22]=4[F:27])[CH:19]=3)[NH:14][N:13]=2)[CH2:8][CH2:7]1)(=[O:5])=[O:4])[CH3:2].[OH-:30].[K+]. Given the product [CH2:1]([S:3]([N:6]1[CH2:11][CH2:10][CH:9]([C:12]2[C:20]3[C:15](=[C:16]([C:28]([NH2:29])=[O:30])[CH:17]=[C:18]([C:21]4[CH:26]=[CH:25][CH:24]=[CH:23][C:22]=4[F:27])[CH:19]=3)[NH:14][N:13]=2)[CH2:8][CH2:7]1)(=[O:5])=[O:4])[CH3:2], predict the reactants needed to synthesize it. (7) Given the product [CH3:9][O:8][C:6]1[N:7]=[C:2]2[NH:1][C:12](=[O:14])[CH:11]=[CH:10][C:3]2=[N:4][CH:5]=1, predict the reactants needed to synthesize it. The reactants are: [NH2:1][C:2]1[C:3](/[CH:10]=[CH:11]/[C:12]([O:14]CC)=O)=[N:4][CH:5]=[C:6]([O:8][CH3:9])[N:7]=1.C[O-].[Na+].CO.